From a dataset of hERG Central: cardiac toxicity at 1µM, 10µM, and general inhibition. Predict hERG channel inhibition at various concentrations. (1) The drug is Cc1cc(C)cc(-c2nnc(SCc3ccc(C(=O)O)cc3)o2)c1. Results: hERG_inhib (hERG inhibition (general)): blocker. (2) The drug is c1ccc(N2CCN(c3nnc(Cc4cccnc4)c4ccccc34)CC2)nc1. Results: hERG_inhib (hERG inhibition (general)): blocker. (3) The drug is CN(CCc1ccccn1)C(=O)c1ccc(OC2CCN(CCc3ccccc3)CC2)cc1. Results: hERG_inhib (hERG inhibition (general)): blocker. (4) The drug is CN1CCN(C(=O)/C(=C/c2cccc([N+](=O)[O-])c2)NC(=O)c2ccccc2)CC1. Results: hERG_inhib (hERG inhibition (general)): blocker. (5) The compound is O=C(COc1ccc(Cl)cc1)N(Cc1ccc(F)cc1)C1CCS(=O)(=O)C1. Results: hERG_inhib (hERG inhibition (general)): blocker. (6) The drug is COc1ccc(N(CC(=O)NCc2ccncc2)S(=O)(=O)c2ccc(C)c([N+](=O)[O-])c2)cc1. Results: hERG_inhib (hERG inhibition (general)): blocker. (7) The molecule is O=C(NCCN1CCN(c2ccccc2)CC1)Nc1ccccc1Br. Results: hERG_inhib (hERG inhibition (general)): blocker.